From a dataset of Full USPTO retrosynthesis dataset with 1.9M reactions from patents (1976-2016). Predict the reactants needed to synthesize the given product. (1) Given the product [Br:1][C:2]1[CH:3]=[C:4]2[C:12](=[C:13]([C:15](=[O:17])[NH2:16])[CH:14]=1)[NH:11][C:10]1[CH:9]=[CH:8][C:7]([C:18]([O:20][CH2:21][CH3:22])=[O:19])=[CH:6][C:5]2=1, predict the reactants needed to synthesize it. The reactants are: [Br:1][C:2]1[CH:3]=[C:4]2[C:12](=[C:13]([C:15](=[O:17])[NH2:16])[CH:14]=1)[NH:11][C:10]1[CH2:9][CH2:8][CH:7]([C:18]([O:20][CH2:21][CH3:22])=[O:19])[CH2:6][C:5]2=1.C(C1C(=O)C(Cl)=C(Cl)C(=O)C=1C#N)#N. (2) Given the product [CH3:18][N:17]([CH3:19])[CH2:16][CH2:15][O:13][C:10]1[CH:11]=[CH:12][C:7]([C:4]2[CH:5]=[CH:6][N:1]=[CH:2][CH:3]=2)=[CH:8][CH:9]=1, predict the reactants needed to synthesize it. The reactants are: [N:1]1[CH:6]=[CH:5][C:4]([C:7]2[CH:12]=[CH:11][C:10]([OH:13])=[CH:9][CH:8]=2)=[CH:3][CH:2]=1.Cl[CH2:15][CH2:16][N:17]([CH3:19])[CH3:18].Cl. (3) Given the product [Cl:34][C:30]1[CH:29]=[C:28]([C:27]2[C:9]3[C:8](=[CH:13][CH:12]=[C:11]([C:14]([C:16]4[S:17][CH:18]=[C:19]([C:21]5[CH:22]=[CH:23][CH:24]=[CH:25][CH:26]=5)[N:20]=4)=[O:15])[CH:10]=3)[NH:7][C:6](=[O:36])[C:5]=2[C:4]([O:3][CH2:1][CH3:2])=[O:37])[CH:33]=[CH:32][CH:31]=1, predict the reactants needed to synthesize it. The reactants are: [CH2:1]([O:3][C:4](=[O:37])[CH2:5][C:6](=[O:36])[NH:7][C:8]1[CH:13]=[CH:12][C:11]([C:14]([C:16]2[S:17][CH:18]=[C:19]([C:21]3[CH:26]=[CH:25][CH:24]=[CH:23][CH:22]=3)[N:20]=2)=[O:15])=[CH:10][C:9]=1[C:27](=O)[C:28]1[CH:33]=[CH:32][CH:31]=[C:30]([Cl:34])[CH:29]=1)[CH3:2].CC(O)(C)C.[K].Cl. (4) Given the product [CH3:1][N:2]1[CH2:30][CH2:29][C:5]2[N:6]([CH2:14][CH:15]([C:22]3[CH:23]=[CH:24][C:25]([F:28])=[CH:26][CH:27]=3)[CH2:16][C:17]([OH:19])=[O:18])[C:7]3[CH:8]=[CH:9][C:10]([CH3:13])=[CH:11][C:12]=3[C:4]=2[CH2:3]1, predict the reactants needed to synthesize it. The reactants are: [CH3:1][N:2]1[CH2:30][CH2:29][C:5]2[N:6]([CH2:14][CH:15]([C:22]3[CH:27]=[CH:26][C:25]([F:28])=[CH:24][CH:23]=3)[CH2:16][C:17]([O:19]CC)=[O:18])[C:7]3[CH:8]=[CH:9][C:10]([CH3:13])=[CH:11][C:12]=3[C:4]=2[CH2:3]1.[OH-].[Na+].Cl. (5) Given the product [NH2:2][CH2:3][C@@H:4]([C:9]1[CH:10]=[CH:11][C:12]([Cl:15])=[CH:13][CH:14]=1)[CH2:5][C:6]([OH:8])=[O:7], predict the reactants needed to synthesize it. The reactants are: Cl.[NH2:2][CH2:3][C@@H:4]([C:9]1[CH:14]=[CH:13][C:12]([Cl:15])=[CH:11][CH:10]=1)[CH2:5][C:6]([OH:8])=[O:7].[OH-].[Na+]. (6) Given the product [CH3:31][O:30][C:29](=[O:26])[CH2:28][CH2:27][CH2:20][CH2:21][C:2]1[C:11]([CH:12]2[CH2:14][CH2:13]2)=[CH:10][C:9]2[CH2:8][CH2:7][CH2:6][NH:5][C:4]=2[N:3]=1, predict the reactants needed to synthesize it. The reactants are: Cl[C:2]1[C:11]([CH:12]2[CH2:14][CH2:13]2)=[CH:10][C:9]2[C:4](=[N:5][CH:6]=[CH:7][CH:8]=2)[N:3]=1.CCN([CH2:20][CH3:21])CC.CN(C=[O:26])C.[CH2:27]1[CH2:31][O:30][CH2:29][CH2:28]1. (7) Given the product [NH2:31][CH:21]([C:22]1[CH:27]=[CH:26][C:25]2[O:28][CH2:29][O:30][C:24]=2[CH:23]=1)[CH2:20][C:19]([OH:32])=[O:18], predict the reactants needed to synthesize it. The reactants are: P([O-])([O-])([O-])=O.[K+].[K+].[K+].C1CCCCC1.C([O:18][C:19](=[O:32])[CH2:20][CH:21]([NH2:31])[C:22]1[CH:27]=[CH:26][C:25]2[O:28][CH2:29][O:30][C:24]=2[CH:23]=1)CC.